This data is from Forward reaction prediction with 1.9M reactions from USPTO patents (1976-2016). The task is: Predict the product of the given reaction. (1) Given the reactants [Br:1][C:2]1[CH:7]=[C:6]([C:8]([F:11])([F:10])[F:9])[C:5]([NH:12][C:13](=[O:17])[O:14][CH2:15][CH3:16])=[C:4]([N+:18]([O-:20])=[O:19])[CH:3]=1.C(=O)([O-])[O-].[K+].[K+].[F:27][C:28]([F:38])([F:37])[C:29]1[CH:30]=[C:31]([CH:34]=[CH:35][CH:36]=1)[CH2:32]Br.Cl, predict the reaction product. The product is: [Br:1][C:2]1[CH:7]=[C:6]([C:8]([F:10])([F:9])[F:11])[C:5]([N:12]([CH2:32][C:31]2[CH:34]=[CH:35][CH:36]=[C:29]([C:28]([F:27])([F:37])[F:38])[CH:30]=2)[C:13](=[O:17])[O:14][CH2:15][CH3:16])=[C:4]([N+:18]([O-:20])=[O:19])[CH:3]=1. (2) Given the reactants [CH2:1]([O:8][C:9]([N:11]1[CH2:16][CH2:15][CH:14]([NH:17][S:18]([C:21]2[CH:26]=[CH:25][C:24]([N+:27]([O-])=O)=[CH:23][CH:22]=2)(=[O:20])=[O:19])[CH2:13][CH2:12]1)=[O:10])[C:2]1[CH:7]=[CH:6][CH:5]=[CH:4][CH:3]=1.C(O)C.[Cl-].[NH4+], predict the reaction product. The product is: [CH2:1]([O:8][C:9]([N:11]1[CH2:16][CH2:15][CH:14]([NH:17][S:18]([C:21]2[CH:26]=[CH:25][C:24]([NH2:27])=[CH:23][CH:22]=2)(=[O:20])=[O:19])[CH2:13][CH2:12]1)=[O:10])[C:2]1[CH:7]=[CH:6][CH:5]=[CH:4][CH:3]=1. (3) Given the reactants Cl[C:2]1[N:7]=[C:6]([N:8]([CH:18]2[CH2:20][CH2:19]2)[CH2:9][C:10]2[CH:15]=[CH:14][C:13]([O:16][CH3:17])=[CH:12][CH:11]=2)[C:5]2=[N:21][CH:22]=[C:23]([C:24]#[N:25])[N:4]2[N:3]=1.[NH2:26][C:27]1[CH:28]=[C:29]([CH:32]=[C:33]([CH:36]([CH3:39])[CH2:37][OH:38])[C:34]=1[Cl:35])[C:30]#[N:31].CC1(C)C2C(=C(P(C3C=CC=CC=3)C3C=CC=CC=3)C=CC=2)OC2C(P(C3C=CC=CC=3)C3C=CC=CC=3)=CC=CC1=2.C(=O)([O-])[O-].[Cs+].[Cs+], predict the reaction product. The product is: [Cl:35][C:34]1[C:33]([CH:36]([CH3:39])[CH2:37][OH:38])=[CH:32][C:29]([C:30]#[N:31])=[CH:28][C:27]=1[NH:26][C:2]1[N:7]=[C:6]([N:8]([CH:18]2[CH2:19][CH2:20]2)[CH2:9][C:10]2[CH:11]=[CH:12][C:13]([O:16][CH3:17])=[CH:14][CH:15]=2)[C:5]2=[N:21][CH:22]=[C:23]([C:24]#[N:25])[N:4]2[N:3]=1. (4) Given the reactants C(NC(C)C)(C)C.[Li]CCCC.[C:13]([O:18][CH3:19])(=[O:17])[CH:14]([CH3:16])[CH3:15].Br[C:21]1[CH:26]=[CH:25][C:24]([Br:27])=[CH:23][N:22]=1, predict the reaction product. The product is: [Br:27][C:24]1[CH:25]=[CH:26][C:21]([C:14]([CH3:16])([CH3:15])[C:13]([O:18][CH3:19])=[O:17])=[N:22][CH:23]=1. (5) Given the reactants [Cl:1][C:2]1[CH:7]=[CH:6][C:5]([N:8]2[CH:12]=[CH:11][N:10]=[C:9]2[CH:13]([CH3:15])[CH3:14])=[C:4]([N+:16]([O-])=O)[CH:3]=1.O.O.[Sn](Cl)Cl.C(O)C.[OH-].[Na+], predict the reaction product. The product is: [Cl:1][C:2]1[CH:7]=[CH:6][C:5]([N:8]2[CH:12]=[CH:11][N:10]=[C:9]2[CH:13]([CH3:15])[CH3:14])=[C:4]([CH:3]=1)[NH2:16]. (6) Given the reactants [CH2:1]1[CH:9]2[CH:4]([CH:5]3[CH2:10][CH:8]2[CH2:7][CH:6]3[NH2:11])[CH:3]=[CH:2]1.C1C2C(C3CC2CC3N)CC=1, predict the reaction product. The product is: [CH2:1]1[CH:9]2[CH:4]([CH:5]3[CH2:10][CH:8]2[CH2:7][CH:6]3[NH2:11])[CH2:3][CH2:2]1. (7) Given the reactants [F:1][C:2]1([F:18])[CH2:6][N:5]([C:7]([O:9][C:10]([CH3:13])([CH3:12])[CH3:11])=[O:8])[C@H:4]([CH2:14][CH2:15][CH:16]=O)[CH2:3]1.C1(P(=[CH:38][C:39]([O:41][CH2:42][CH3:43])=[O:40])(C2C=CC=CC=2)C2C=CC=CC=2)C=CC=CC=1, predict the reaction product. The product is: [CH2:42]([O:41][C:39](=[O:40])[CH:38]=[CH:16][CH2:15][CH2:14][C@@H:4]1[CH2:3][C:2]([F:18])([F:1])[CH2:6][N:5]1[C:7]([O:9][C:10]([CH3:13])([CH3:12])[CH3:11])=[O:8])[CH3:43].